Dataset: Full USPTO retrosynthesis dataset with 1.9M reactions from patents (1976-2016). Task: Predict the reactants needed to synthesize the given product. (1) Given the product [ClH:20].[F:30][C:31]1([F:37])[CH2:36][CH2:35][N:34]([C:14]2[CH:15]=[C:16]3[C:11](=[CH:12][CH:13]=2)[O:10][C:9]([C:21]2[N:26]=[CH:25][N:24]4[CH:27]=[CH:28][CH:29]=[C:23]4[CH:22]=2)=[CH:8][C:7]3=[N:6][OH:5])[CH2:33][CH2:32]1, predict the reactants needed to synthesize it. The reactants are: C([O:5][N:6]=[C:7]1[C:16]2[C:11](=[CH:12][CH:13]=[C:14](OCC[Cl:20])[CH:15]=2)[O:10][C:9]([C:21]2[N:26]=[CH:25][N:24]3[CH:27]=[CH:28][CH:29]=[C:23]3[CH:22]=2)=[CH:8]1)(C)(C)C.[F:30][C:31]1([F:37])[CH2:36][CH2:35][NH:34][CH2:33][CH2:32]1. (2) Given the product [NH2:4][CH:3]1[CH2:14][N:24]([C:33]2[N:38]=[C:37]([C@@H:39]([NH:49][C:50](=[O:67])[CH2:51][N:52]3[C:56]4[C:57]([F:62])([F:61])[C@@H:58]5[CH2:60][C@@H:59]5[C:55]=4[C:54]([C:63]([F:66])([F:65])[F:64])=[N:53]3)[CH2:40][C:41]3[CH:46]=[C:45]([F:47])[CH:44]=[C:43]([F:48])[CH:42]=3)[C:36]([C:68]3[CH:69]=[CH:70][CH:71]=[C:72]4[C:76]=3[N:75]([CH3:77])[N:74]=[C:73]4[NH:78][S:79]([CH3:82])(=[O:81])=[O:80])=[CH:35][CH:34]=2)[C:25](=[O:31])[CH2:2]1, predict the reactants needed to synthesize it. The reactants are: Br[C:2]1[C:3]([C@@H:14]([NH:24][C:25](=[O:31])OC(C)(C)C)CC2C=C(F)C=C(F)C=2)=[N:4]C(N2CC(O)(C)C2)=CC=1.Cl[C:33]1[N:38]=[C:37]([C@@H:39]([NH:49][C:50](=[O:67])[CH2:51][N:52]2[C:56]3[C:57]([F:62])([F:61])[C@@H:58]4[CH2:60][C@@H:59]4[C:55]=3[C:54]([C:63]([F:66])([F:65])[F:64])=[N:53]2)[CH2:40][C:41]2[CH:46]=[C:45]([F:47])[CH:44]=[C:43]([F:48])[CH:42]=2)[C:36]([C:68]2[CH:69]=[CH:70][CH:71]=[C:72]3[C:76]=2[N:75]([CH3:77])[N:74]=[C:73]3[NH:78][S:79]([CH3:82])(=[O:81])=[O:80])=[CH:35][CH:34]=1.BrC1C([C@@H](NC(=O)OC(C)(C)C)CC2C=C(F)C=C(F)C=2)=NC(Br)=CC=1. (3) Given the product [CH3:65][C:60]1[N:59]([C:54]2[CH:55]=[C:56]([CH3:58])[CH:57]=[C:52]([C:51]#[C:50][C:46]3[CH:47]=[N:48][CH:49]=[C:44]([CH:23]([CH2:39][N+:40]([O-:42])=[O:41])[CH2:24][C:25]4[CH:30]=[C:29]([CH3:31])[CH:28]=[C:27]([N:32]5[C:33]([CH3:38])=[CH:34][CH:35]=[C:36]5[CH3:37])[N:26]=4)[CH:45]=3)[N:53]=2)[C:63]([CH3:64])=[CH:62][CH:61]=1, predict the reactants needed to synthesize it. The reactants are: CC1N(C2C=C(C)C=C(C#CC3C=CC=C([CH:23]([CH2:39][N+:40]([O-:42])=[O:41])[CH2:24][C:25]4[CH:30]=[C:29]([CH3:31])[CH:28]=[C:27]([N:32]5[C:36]([CH3:37])=[CH:35][CH:34]=[C:33]5[CH3:38])[N:26]=4)N=3)N=2)C(C)=CC=1.Br[C:44]1[CH:45]=[C:46]([CH:50](C[N+]([O-])=O)[CH2:51][C:52]2[CH:57]=[C:56]([CH3:58])[CH:55]=[C:54]([N:59]3[C:63]([CH3:64])=[CH:62][CH:61]=[C:60]3[CH3:65])[N:53]=2)[CH:47]=[N:48][CH:49]=1.ClC1C=C(CCCNCC2C=CC(C3N=C(N)C=C(C)C=3)=CC=2)C=CC=1. (4) Given the product [Br:33][CH2:28][CH:20]1[CH2:21][C:22]2[C:27]3=[C:26]([C:16]([C:15]4[C:14](=[O:30])[NH:13][C:12](=[O:31])[C:11]=4[C:6]4[C:5]5[C:9](=[CH:10][C:2]([F:1])=[CH:3][CH:4]=5)[NH:8][CH:7]=4)=[CH:17][N:18]3[CH2:19]1)[CH:25]=[CH:24][CH:23]=2, predict the reactants needed to synthesize it. The reactants are: [F:1][C:2]1[CH:10]=[C:9]2[C:5]([C:6]([C:11]3[C:12](=[O:31])[NH:13][C:14](=[O:30])[C:15]=3[C:16]3[C:26]4=[C:27]5[C:22](=[CH:23][CH:24]=[CH:25]4)[CH2:21][CH:20]([CH2:28]O)[CH2:19][N:18]5[CH:17]=3)=[CH:7][NH:8]2)=[CH:4][CH:3]=1.C(Br)(Br)(Br)[Br:33].C1(P(C2C=CC=CC=2)C2C=CC=CC=2)C=CC=CC=1. (5) The reactants are: [CH3:1][C:2]1[C:3]2[CH:12]=[CH:11][CH:10]=[CH:9][C:4]=2[S:5][C:6]=1[CH:7]=O.CN.CC(O)=O.[C:19]([BH3-])#[N:20].[Na+]. Given the product [CH3:1][C:2]1[C:3]2[CH:12]=[CH:11][CH:10]=[CH:9][C:4]=2[S:5][C:6]=1[CH2:7][NH:20][CH3:19], predict the reactants needed to synthesize it. (6) The reactants are: [Cl:1][C:2]1[CH:7]=[CH:6][C:5]([C:8]2[C:9](=[O:25])[NH:10][N:11]([CH:19]3[CH2:24][CH2:23][NH:22][CH2:21][CH2:20]3)[C:12]=2[C:13]2[CH:18]=[CH:17][N:16]=[CH:15][CH:14]=2)=[CH:4][CH:3]=1.[CH2:26]=O.[BH4-].[Na+]. Given the product [Cl:1][C:2]1[CH:7]=[CH:6][C:5]([C:8]2[C:9](=[O:25])[NH:10][N:11]([CH:19]3[CH2:20][CH2:21][N:22]([CH3:26])[CH2:23][CH2:24]3)[C:12]=2[C:13]2[CH:14]=[CH:15][N:16]=[CH:17][CH:18]=2)=[CH:4][CH:3]=1, predict the reactants needed to synthesize it. (7) Given the product [CH3:25][O:24][C:17]1[N:16]=[C:15]2[C:20]([NH:21][C:4](=[O:3])[C:6]3[N:7]2[CH:8]=[N:9][C:10]=3[C:11]([F:14])([F:13])[F:12])=[CH:19][CH:18]=1, predict the reactants needed to synthesize it. The reactants are: C([O:3][C:4]([C:6]1[N:7]([C:15]2[C:20]([N+:21]([O-])=O)=[CH:19][CH:18]=[C:17]([O:24][CH3:25])[N:16]=2)[CH:8]=[N:9][C:10]=1[C:11]([F:14])([F:13])[F:12])=O)C.O.S([O-])(O)=O.[Na+].S([O-])(O)=O. (8) Given the product [ClH:1].[Cl:1][C:2]1[CH:3]=[CH:4][C:5]([C:36]#[N:37])=[C:6]([C:8]2[C:13]([O:14][CH3:15])=[CH:12][N:11]([CH:16]([CH2:33][CH3:34])[C:17]([NH:19][C:20]3[N:21]=[C:22]4[CH:27]=[CH:26][C:25]([C:28]([OH:30])=[O:29])=[CH:24][N:23]4[CH:32]=3)=[O:18])[C:10](=[O:35])[CH:9]=2)[CH:7]=1, predict the reactants needed to synthesize it. The reactants are: [Cl:1][C:2]1[CH:3]=[CH:4][C:5]([C:36]#[N:37])=[C:6]([C:8]2[C:13]([O:14][CH3:15])=[CH:12][N:11]([CH:16]([CH2:33][CH3:34])[C:17]([NH:19][C:20]3[N:21]=[C:22]4[CH:27]=[CH:26][C:25]([C:28]([O:30]C)=[O:29])=[CH:24][N:23]4[CH:32]=3)=[O:18])[C:10](=[O:35])[CH:9]=2)[CH:7]=1.[OH-].[Li+]. (9) Given the product [NH2:18][C@@H:19]([CH2:23][S:24][CH2:25][C@H:26]([O:41][CH2:42][CH2:43][CH2:44][CH2:45][CH2:46][CH2:47][CH2:48][CH2:49][CH2:50][CH2:51][CH2:52][CH3:53])[CH2:27][O:28][CH2:29][CH2:30][CH2:31][CH2:32][CH2:33][CH2:34][CH2:35][CH2:36][CH2:37][CH2:38][CH2:39][CH3:40])[C:20](=[O:22])[NH:54][C@@H:55]([CH3:74])[CH2:56][O:57][CH2:58][CH2:59][O:60][CH2:61][CH2:62][O:63][CH2:64][CH2:65][P:66](=[O:67])([OH:73])[OH:70], predict the reactants needed to synthesize it. The reactants are: C1C2C(COC([NH:18][C@@H:19]([CH2:23][S:24][CH2:25][C@H:26]([O:41][CH2:42][CH2:43][CH2:44][CH2:45][CH2:46][CH2:47][CH2:48][CH2:49][CH2:50][CH2:51][CH2:52][CH3:53])[CH2:27][O:28][CH2:29][CH2:30][CH2:31][CH2:32][CH2:33][CH2:34][CH2:35][CH2:36][CH2:37][CH2:38][CH2:39][CH3:40])[C:20]([OH:22])=O)=O)C3C(=CC=CC=3)C=2C=CC=1.[NH2:54][C@@H:55]([CH3:74])[CH2:56][O:57][CH2:58][CH2:59][O:60][CH2:61][CH2:62][O:63][CH2:64][CH2:65][P:66](=[O:73])([O:70]CC)[O:67]CC. (10) Given the product [Si:34]([O:51][CH2:52][C@H:53]1[C@@H:54]([F:62])[CH2:55][C@H:56]([OH:57])[C@@H:60]1[CH2:59]/[CH:28]=[CH:8]\[CH2:7][CH2:6][CH2:5][C:2]([OH:4])=[O:3])([C:47]([CH3:50])([CH3:49])[CH3:48])([C:35]1[CH:36]=[CH:37][CH:38]=[CH:39][CH:40]=1)[C:41]1[CH:46]=[CH:45][CH:44]=[CH:43][CH:42]=1, predict the reactants needed to synthesize it. The reactants are: [Br-].[C:2]([CH2:5][CH2:6][CH2:7][CH2:8][P+](C1C=CC=CC=1)(C1C=CC=CC=1)C1C=CC=CC=1)([OH:4])=[O:3].[CH3:28]C(C)([O-])C.[K+].[Si:34]([O:51][CH2:52][C@@H:53]1[C@@H:60]2[C@@H:56]([O:57]C(O)[CH2:59]2)[CH2:55][C@@H:54]1[F:62])([C:47]([CH3:50])([CH3:49])[CH3:48])([C:41]1[CH:46]=[CH:45][CH:44]=[CH:43][CH:42]=1)[C:35]1[CH:40]=[CH:39][CH:38]=[CH:37][CH:36]=1.OS([O-])(=O)=O.[K+].